Dataset: Reaction yield outcomes from USPTO patents with 853,638 reactions. Task: Predict the reaction yield, written as a fraction of the theoretical maximum amount of product (1.0 means a 100% yield; for example, 0.34 means a 34% yield). (1) The reactants are [Cl:1][C:2]1[N:3]=[C:4]([C:9]([NH:11][C@@H:12]2[CH2:17][CH2:16][NH:15][CH2:14][C@H:13]2[NH:18][CH2:19][CH2:20][CH3:21])=[O:10])[NH:5][C:6]=1[CH2:7][CH3:8].Br[C:23]1[S:24][C:25]([C:29]([O:31][CH2:32][CH3:33])=[O:30])=[C:26]([CH3:28])[N:27]=1.C(=O)([O-])[O-].[Na+].[Na+]. The yield is 0.850. No catalyst specified. The product is [Cl:1][C:2]1[N:3]=[C:4]([C:9]([NH:11][C@@H:12]2[CH2:17][CH2:16][N:15]([C:23]3[S:24][C:25]([C:29]([O:31][CH2:32][CH3:33])=[O:30])=[C:26]([CH3:28])[N:27]=3)[CH2:14][C@H:13]2[NH:18][CH2:19][CH2:20][CH3:21])=[O:10])[NH:5][C:6]=1[CH2:7][CH3:8]. (2) The reactants are [F:1][C:2]1[CH:3]=[CH:4][CH:5]=[C:6]2[C:11]=1[O:10][C:9]([CH2:13][F:14])([CH3:12])[CH2:8][C@H:7]2[NH2:15].[Li]CCCC. The catalyst is C1COCC1. The product is [F:1][C:2]1[CH:3]=[CH:4][CH:5]=[C:6]2[C:11]=1[O:10][C@@:9]([CH2:13][F:14])([CH3:12])[CH2:8][C@H:7]2[NH2:15]. The yield is 0.250. (3) No catalyst specified. The reactants are [NH2:1]/[C:2](/[CH3:20])=[CH:3]\[C:4]([NH:6][C:7]1[CH:12]=[CH:11][C:10]([N:13]2[CH2:18][CH2:17][O:16][CH2:15][CH2:14]2)=[C:9]([Cl:19])[CH:8]=1)=[O:5].[C:21](OCC)(OCC)(OCC)[CH3:22]. The yield is 0.760. The product is [Cl:19][C:9]1[CH:8]=[C:7]([N:6]2[C:4](=[O:5])[CH:3]=[C:2]([CH3:20])[N:1]=[C:21]2[CH3:22])[CH:12]=[CH:11][C:10]=1[N:13]1[CH2:14][CH2:15][O:16][CH2:17][CH2:18]1. (4) The reactants are [I:1][C:2]1[CH:7]=[CH:6][C:5]([CH2:8][CH2:9][NH:10][S:11]([CH3:14])(=[O:13])=[O:12])=[CH:4][CH:3]=1.[C:15](O[C:15]([O:17][C:18]([CH3:21])([CH3:20])[CH3:19])=[O:16])([O:17][C:18]([CH3:21])([CH3:20])[CH3:19])=[O:16]. The catalyst is CN(C)C1C=CN=CC=1.C(Cl)Cl. The product is [C:18]([O:17][C:15]([N:10]([CH2:9][CH2:8][C:5]1[CH:4]=[CH:3][C:2]([I:1])=[CH:7][CH:6]=1)[S:11]([CH3:14])(=[O:13])=[O:12])=[O:16])([CH3:21])([CH3:20])[CH3:19]. The yield is 0.915.